Task: Predict the product of the given reaction.. Dataset: Forward reaction prediction with 1.9M reactions from USPTO patents (1976-2016) (1) Given the reactants [C:1]([C:5]1[CH:6]=[C:7]2[C:12](=[C:13]([F:15])[CH:14]=1)[C:11](=[O:16])[N:10]([C:17]1[N:24]=[CH:23][CH:22]=[C:21]([C:25]3[CH:30]=[C:29]([NH:31][C:32]4[CH:44]=[C:35]5[CH2:36][N:37]([CH:41]([CH3:43])[CH3:42])[C:38](=[O:40])[CH2:39][N:34]5[N:33]=4)[C:28](=[O:45])[N:27]([CH3:46])[CH:26]=3)[C:18]=1[CH:19]=[O:20])[N:9]=[CH:8]2)([CH3:4])([CH3:3])[CH3:2].[BH4-].[Na+], predict the reaction product. The product is: [C:1]([C:5]1[CH:6]=[C:7]2[C:12](=[C:13]([F:15])[CH:14]=1)[C:11](=[O:16])[N:10]([C:17]1[C:18]([CH2:19][OH:20])=[C:21]([C:25]3[CH:30]=[C:29]([NH:31][C:32]4[CH:44]=[C:35]5[CH2:36][N:37]([CH:41]([CH3:42])[CH3:43])[C:38](=[O:40])[CH2:39][N:34]5[N:33]=4)[C:28](=[O:45])[N:27]([CH3:46])[CH:26]=3)[CH:22]=[CH:23][N:24]=1)[N:9]=[CH:8]2)([CH3:2])([CH3:4])[CH3:3]. (2) Given the reactants [O:1]1[CH:5]=[CH:4][N:3]=[C:2]1[CH2:6][NH2:7].[CH2:8]([O:15][C:16]1[CH:21]=[CH:20][N:19]([C:22]2[S:23][C:24]([C:28](O)=[O:29])=[C:25]([CH3:27])[N:26]=2)[C:18](=[O:31])[CH:17]=1)[C:9]1[CH:14]=[CH:13][CH:12]=[CH:11][CH:10]=1, predict the reaction product. The product is: [CH2:8]([O:15][C:16]1[CH:21]=[CH:20][N:19]([C:22]2[S:23][C:24]([C:28]([NH:7][CH2:6][C:2]3[O:1][CH:5]=[CH:4][N:3]=3)=[O:29])=[C:25]([CH3:27])[N:26]=2)[C:18](=[O:31])[CH:17]=1)[C:9]1[CH:14]=[CH:13][CH:12]=[CH:11][CH:10]=1.